Predict the reaction yield, written as a fraction of the theoretical maximum amount of product (1.0 means a 100% yield; for example, 0.34 means a 34% yield). From a dataset of Reaction yield outcomes from USPTO patents with 853,638 reactions. (1) The catalyst is C(Cl)Cl. The reactants are [F:1][C:2]1[CH:7]=[C:6]([O:8][C:9]2[CH:14]=[CH:13][CH:12]=[CH:11][CH:10]=2)[CH:5]=[CH:4][C:3]=1[C:15]1[C:23]2[C:22]([NH2:24])=[N:21][CH:20]=[N:19][C:18]=2[N:17]([CH2:25][CH:26]2[CH2:30][CH2:29][CH2:28][NH:27]2)[CH:16]=1.[C:31]([C:33](=[CH:37][CH:38]1[CH2:40][CH2:39]1)[C:34](O)=[O:35])#[N:32].CCN(C(C)C)C(C)C.CN(C(ON1N=NC2C=CC=NC1=2)=[N+](C)C)C.F[P-](F)(F)(F)(F)F. The product is [NH2:24][C:22]1[C:23]2[C:15]([C:3]3[CH:4]=[CH:5][C:6]([O:8][C:9]4[CH:10]=[CH:11][CH:12]=[CH:13][CH:14]=4)=[CH:7][C:2]=3[F:1])=[CH:16][N:17]([CH2:25][CH:26]3[CH2:30][CH2:29][CH2:28][N:27]3[C:34]([C:33](=[CH:37][CH:38]3[CH2:40][CH2:39]3)[C:31]#[N:32])=[O:35])[C:18]=2[N:19]=[CH:20][N:21]=1. The yield is 0.540. (2) The yield is 0.800. The product is [CH3:16][C:17]1([CH3:24])[CH2:22][N:21]2[C:9](=[O:11])[CH:8]=[C:7]([C:4]3[CH:3]=[CH:2][N:1]=[CH:6][CH:5]=3)[N:23]=[C:20]2[NH:19][CH2:18]1. The reactants are [N:1]1[CH:6]=[CH:5][C:4]([C:7](=O)[CH2:8][C:9]([O:11]CC)=O)=[CH:3][CH:2]=1.Cl.[CH3:16][C:17]1([CH3:24])[CH2:22][NH:21][C:20]([NH2:23])=[N:19][CH2:18]1.C(=O)([O-])[O-].[K+].[K+]. The catalyst is C(O)C.ClCCl. (3) The reactants are [CH:1]12CC(C[CH2:6]1)[CH:3]=[CH:2]2.[C:8]([O:11]CC)(=[O:10])[CH3:9].I([O-])(=O)(=O)=O.[Na+].[C:20](=[O:22])=[O:21]. The catalyst is O.[Ru](Cl)(Cl)Cl.C(#N)C. The product is [CH:9]1([C:8]([OH:11])=[O:10])[CH2:3][CH2:2][CH:1]([C:20]([OH:22])=[O:21])[CH2:6]1. The yield is 0.580. (4) The reactants are [CH3:31][O:30][C:23]1[CH:24]=[CH:25][CH:26]=[C:27](OC)[C:22]=1P([C:22]1[C:27](OC)=[CH:26][CH:25]=[CH:24][C:23]=1[O:30][CH3:31])[C:24]1[C:23]([O:30][CH3:31])=[CH:22][CH:27]=[CH:26][C:25]=1OC.[C:32]([O:35][C:36]1C=CC=C[CH:37]=1)(=[O:34])[CH3:33].[C:42]1([OH:48])[CH:47]=[CH:46][CH:45]=[CH:44][CH:43]=1.C(OC1C=CC=CC=1)C1OC1. The catalyst is COC1C=CC=C(OC)C=1P(C1C(OC)=CC=CC=1OC)C1C(OC)=CC=CC=1OC. The product is [C:32]([O:35][CH:36]([CH2:31][O:30][C:23]1[CH:22]=[CH:27][CH:26]=[CH:25][CH:24]=1)[CH2:37][O:48][C:42]1[CH:47]=[CH:46][CH:45]=[CH:44][CH:43]=1)(=[O:34])[CH3:33]. The yield is 0.900. (5) The reactants are [Cl:1][C:2]1[CH:7]=[C:6]([N+:8]([O-:10])=[O:9])[C:5]([CH3:11])=[CH:4][C:3]=1Cl.[Na].[CH3:14][O:15][CH2:16][CH2:17][OH:18]. No catalyst specified. The product is [Cl:1][C:2]1[CH:7]=[C:6]([N+:8]([O-:10])=[O:9])[C:5]([CH3:11])=[CH:4][C:3]=1[O:18][CH2:17][CH2:16][O:15][CH3:14]. The yield is 0.630. (6) The reactants are C[O:2][C:3]1[CH:8]=[CH:7][CH:6]=[C:5]([O:9]C)[C:4]=1[CH2:11][C:12]1[CH:17]=[CH:16][C:15]([CH2:18][CH3:19])=[CH:14][CH:13]=1.Cl.N1C=CC=CC=1. The catalyst is O. The product is [CH2:18]([C:15]1[CH:16]=[CH:17][C:12]([CH2:11][C:4]2[C:3]([OH:2])=[CH:8][CH:7]=[CH:6][C:5]=2[OH:9])=[CH:13][CH:14]=1)[CH3:19]. The yield is 0.970. (7) The reactants are CON(C)[C:4]([C@@H:6]1[CH2:11][CH2:10][C@H:9]([NH:12][C:13](=[O:19])[O:14][C:15]([CH3:18])([CH3:17])[CH3:16])[CH2:8][CH2:7]1)=[O:5].[CH3:21][Mg]I. The catalyst is C1COCC1. The product is [C:4]([C@@H:6]1[CH2:7][CH2:8][C@H:9]([NH:12][C:13](=[O:19])[O:14][C:15]([CH3:16])([CH3:17])[CH3:18])[CH2:10][CH2:11]1)(=[O:5])[CH3:21]. The yield is 0.454. (8) The reactants are [C:1]1(=[O:8])[CH2:6][CH2:5][CH2:4][C:3](=[O:7])[CH2:2]1.[CH3:9][CH2:10][O:11][C:12](/[C:14](/[C:22]#[N:23])=[CH:15]/[C:16]1[CH:21]=[CH:20][CH:19]=[CH:18][CH:17]=1)=[O:13]. The catalyst is C(O)C. The product is [NH2:23][C:22]1[O:7][C:3]2[CH2:4][CH2:5][CH2:6][C:1](=[O:8])[C:2]=2[CH:15]([C:16]2[CH:17]=[CH:18][CH:19]=[CH:20][CH:21]=2)[C:14]=1[C:12]([O:11][CH2:10][CH3:9])=[O:13]. The yield is 0.830. (9) The reactants are C(N(S(F)(F)[F:7])CC)C.[C:10]([O:13][CH2:14][CH2:15][CH2:16][CH:17](O)[CH2:18][CH2:19][CH2:20][O:21][C:22](=[O:24])[CH3:23])(=[O:12])[CH3:11]. The catalyst is C(Cl)Cl.C(OCC)(=O)C. The product is [C:10]([O:13][CH2:14][CH2:15][CH2:16][CH:17]([F:7])[CH2:18][CH2:19][CH2:20][O:21][C:22](=[O:24])[CH3:23])(=[O:12])[CH3:11]. The yield is 0.940. (10) The reactants are Cl.[NH2:2][CH2:3][C:4]1[C:9]([CH2:10][CH3:11])=[N:8][C:7]2[N:12]([CH2:15][CH3:16])[N:13]=[CH:14][C:6]=2[C:5]=1[NH:17][CH:18]1[CH2:23][CH2:22][O:21][CH2:20][CH2:19]1.[C:24]([O:31][CH3:32])(=[O:30])[CH2:25][CH2:26][C:27]([O-])=[O:28].CN(C(ON1N=NC2C=CC=CC1=2)=[N+](C)C)C.F[P-](F)(F)(F)(F)F.CCN(CC)CC. The catalyst is C(Cl)Cl. The product is [CH2:15]([N:12]1[C:7]2=[N:8][C:9]([CH2:10][CH3:11])=[C:4]([CH2:3][NH:2][C:27](=[O:28])[CH2:26][CH2:25][C:24]([O:31][CH3:32])=[O:30])[C:5]([NH:17][CH:18]3[CH2:19][CH2:20][O:21][CH2:22][CH2:23]3)=[C:6]2[CH:14]=[N:13]1)[CH3:16]. The yield is 1.05.